Dataset: Forward reaction prediction with 1.9M reactions from USPTO patents (1976-2016). Task: Predict the product of the given reaction. Given the reactants Br[C:2]1[CH:7]=[C:6]([C:8]([F:11])([F:10])[F:9])[CH:5]=[CH:4][C:3]=1[S:12]([N:15]1[CH2:20][CH2:19][N:18]2[C:21](=[O:28])[C:22]3[CH:27]=[N:26][CH:25]=[CH:24][C:23]=3[CH:17]2[CH2:16]1)(=[O:14])=[O:13].[CH3:29]B1OB(C)OB(C)O1.C(=O)([O-])[O-].[K+].[K+], predict the reaction product. The product is: [CH3:29][C:2]1[CH:7]=[C:6]([C:8]([F:11])([F:10])[F:9])[CH:5]=[CH:4][C:3]=1[S:12]([N:15]1[CH2:20][CH2:19][N:18]2[C:21](=[O:28])[C:22]3[CH:27]=[N:26][CH:25]=[CH:24][C:23]=3[CH:17]2[CH2:16]1)(=[O:14])=[O:13].